Dataset: Reaction yield outcomes from USPTO patents with 853,638 reactions. Task: Predict the reaction yield, written as a fraction of the theoretical maximum amount of product (1.0 means a 100% yield; for example, 0.34 means a 34% yield). (1) The yield is 0.840. The catalyst is CO.[Pd]. The reactants are [CH3:1][C:2]1[O:3][C:4]2[C:10]([N+:11]([O-])=O)=[CH:9][CH:8]=[CH:7][C:5]=2[N:6]=1.[H][H]. The product is [CH3:1][C:2]1[O:3][C:4]2[C:10]([NH2:11])=[CH:9][CH:8]=[CH:7][C:5]=2[N:6]=1. (2) The reactants are [C:1]([O:5][C:6](=[O:16])[NH:7][C:8](/[C:11](=[N:14]/[H])/[NH:12][OH:13])([CH3:10])[CH3:9])([CH3:4])([CH3:3])[CH3:2].[N:17]1(C#N)CCCC[CH2:18]1. The catalyst is CN(C=O)C. The product is [C:1]([O:5][C:6](=[O:16])[NH:7][C:8]([C:11]1[N:14]=[C:18]([NH2:17])[O:13][N:12]=1)([CH3:10])[CH3:9])([CH3:4])([CH3:3])[CH3:2]. The yield is 0.760. (3) The reactants are Br[C:2]1[C:7]2[S:8][C:9]([C:11]3[C:16]([Cl:17])=[CH:15][CH:14]=[CH:13][C:12]=3[Cl:18])=[N:10][C:6]=2[CH:5]=[CH:4][N:3]=1.[CH3:19][C:20]1[N:25]=[C:24]([N:26]2[CH2:31][CH2:30][O:29][CH2:28][CH2:27]2)[N:23]=[C:22]([NH2:32])[CH:21]=1.CC1(C)C2C(=C(P(C3C=CC=CC=3)C3C=CC=CC=3)C=CC=2)OC2C(P(C3C=CC=CC=3)C3C=CC=CC=3)=CC=CC1=2.C([O-])([O-])=O.[Cs+].[Cs+]. The catalyst is O1CCOCC1.C1C=CC(/C=C/C(/C=C/C2C=CC=CC=2)=O)=CC=1.C1C=CC(/C=C/C(/C=C/C2C=CC=CC=2)=O)=CC=1.C1C=CC(/C=C/C(/C=C/C2C=CC=CC=2)=O)=CC=1.[Pd].[Pd]. The product is [Cl:18][C:12]1[CH:13]=[CH:14][CH:15]=[C:16]([Cl:17])[C:11]=1[C:9]1[S:8][C:7]2[C:2]([NH:32][C:22]3[CH:21]=[C:20]([CH3:19])[N:25]=[C:24]([N:26]4[CH2:27][CH2:28][O:29][CH2:30][CH2:31]4)[N:23]=3)=[N:3][CH:4]=[CH:5][C:6]=2[N:10]=1. The yield is 0.310. (4) The reactants are [O:1]1[CH2:5][CH2:4][O:3][CH:2]1[CH2:6][CH2:7][CH2:8][O:9][C:10]1[CH:11]=[C:12]([CH:15]=[CH:16][CH:17]=1)[CH:13]=[O:14].[BH4-].[Na+]. The catalyst is C(O)C. The product is [O:1]1[CH2:5][CH2:4][O:3][CH:2]1[CH2:6][CH2:7][CH2:8][O:9][C:10]1[CH:11]=[C:12]([CH2:13][OH:14])[CH:15]=[CH:16][CH:17]=1. The yield is 0.950. (5) The reactants are [CH3:1][C:2]([O:4][CH2:5][CH:6]1[O:11][CH:10](Br)[CH:9]([O:13][C:14]([CH3:16])=[O:15])[CH:8]([O:17][C:18]([CH3:20])=[O:19])[CH:7]1[O:21][C:22]([CH3:24])=[O:23])=[O:3].[CH3:25][S:26](=[S:29])([O-:28])=[O:27].[Na+]. The catalyst is C1(C)C=CC=CC=1. The product is [CH3:25][S:26](=[S:29])([O:28][C@@H:10]1[O:11][C@H:6]([CH2:5][O:4][C:2](=[O:3])[CH3:1])[C@H:7]([O:21][C:22](=[O:23])[CH3:24])[C@H:8]([O:17][C:18](=[O:19])[CH3:20])[C@H:9]1[O:13][C:14](=[O:15])[CH3:16])=[O:27]. The yield is 0.670. (6) The reactants are [F:1][C:2]1[CH:7]=[C:6]([C:8]2[CH:13]=[CH:12][N:11]=[C:10]3[NH:14][C:15]([C:17]4[CH:22]=[CH:21][C:20]([N:23]5[CH2:28][CH2:27][CH:26]([F:29])[CH2:25][CH2:24]5)=[CH:19][N:18]=4)=[N:16][C:9]=23)[CH:5]=[CH:4][C:3]=1[CH2:30][NH:31][C:32](=[O:38])OC(C)(C)C.[C:39]([C:43]1[O:47][N:46]=[C:45](C(OCC)=O)[N:44]=1)([CH3:42])([CH3:41])[CH3:40]. No catalyst specified. The product is [C:39]([C:43]1[O:47][N:46]=[C:45]([C:32]([NH:31][CH2:30][C:3]2[CH:4]=[CH:5][C:6]([C:8]3[CH:13]=[CH:12][N:11]=[C:10]4[NH:14][C:15]([C:17]5[CH:22]=[CH:21][C:20]([N:23]6[CH2:28][CH2:27][CH:26]([F:29])[CH2:25][CH2:24]6)=[CH:19][N:18]=5)=[N:16][C:9]=34)=[CH:7][C:2]=2[F:1])=[O:38])[N:44]=1)([CH3:42])([CH3:41])[CH3:40]. The yield is 0.203.